Dataset: Retrosynthesis with 50K atom-mapped reactions and 10 reaction types from USPTO. Task: Predict the reactants needed to synthesize the given product. (1) Given the product O=C1NCCCn2c1cc1cc(F)cc(-c3ccncc3)c12, predict the reactants needed to synthesize it. The reactants are: O=C1NCCCn2c1cc1cc(F)cc(Br)c12.OB(O)c1ccncc1. (2) Given the product CCOC(=O)c1cc2scc(N3CCCC3=O)c2n1Cc1cc(C(F)(F)F)cc(C(F)(F)F)c1, predict the reactants needed to synthesize it. The reactants are: CCOC(=O)c1cc2scc(Br)c2n1Cc1cc(C(F)(F)F)cc(C(F)(F)F)c1.O=C1CCCN1.